This data is from Forward reaction prediction with 1.9M reactions from USPTO patents (1976-2016). The task is: Predict the product of the given reaction. The product is: [Cl:1][C:2]1[CH:3]=[C:4]([CH:18]=[CH:19][C:20]=1[Cl:21])[C:5]([NH:7][C:8]1[CH:13]=[CH:12][C:11]([O:24][CH3:23])=[C:10]([N+:15]([O-:17])=[O:16])[CH:9]=1)=[O:6]. Given the reactants [Cl:1][C:2]1[CH:3]=[C:4]([CH:18]=[CH:19][C:20]=1[Cl:21])[C:5]([NH:7][C:8]1[CH:13]=[CH:12][C:11](F)=[C:10]([N+:15]([O-:17])=[O:16])[CH:9]=1)=[O:6].[Na].[CH3:23][OH:24], predict the reaction product.